This data is from Retrosynthesis with 50K atom-mapped reactions and 10 reaction types from USPTO. The task is: Predict the reactants needed to synthesize the given product. (1) Given the product COc1ccccc1-c1cc(OCCN)no1, predict the reactants needed to synthesize it. The reactants are: COc1ccccc1-c1cc(OCCNC(=O)OC(C)(C)C)no1. (2) The reactants are: N#CCCCBr.c1ccc(CNCc2ccccc2)cc1. Given the product N#CCCCN(Cc1ccccc1)Cc1ccccc1, predict the reactants needed to synthesize it. (3) Given the product CC(=O)c1ccc(CN)s1, predict the reactants needed to synthesize it. The reactants are: CC(=O)c1ccc(C#N)s1. (4) Given the product Cc1ccc(-c2noc(N3CCC3)n2)cc1[N+](=O)[O-], predict the reactants needed to synthesize it. The reactants are: C1CNC1.Cc1ccc(-c2noc(Cl)n2)cc1[N+](=O)[O-]. (5) Given the product O=C(Nc1nn(C(c2ccccc2)(c2ccccc2)c2ccccc2)c2ccc(S(=O)(=O)c3cccc(F)c3)cc12)C(F)(F)F, predict the reactants needed to synthesize it. The reactants are: ClC(c1ccccc1)(c1ccccc1)c1ccccc1.O=C(Nc1n[nH]c2ccc(S(=O)(=O)c3cccc(F)c3)cc12)C(F)(F)F. (6) Given the product CN(C(=O)c1cccc(C2CCNCC2)n1)C1CCCc2ccccc21, predict the reactants needed to synthesize it. The reactants are: CN(C(=O)c1cccc(C2CCN(C(=O)OC(C)(C)C)CC2)n1)C1CCCc2ccccc21. (7) Given the product C[Si](C)(C)CCOCn1nc(/C=C/c2ccc(CN3CCOCC3)cc2)c2ccc(C=O)cc21, predict the reactants needed to synthesize it. The reactants are: C=Cc1ccc(CN2CCOCC2)cc1.C[Si](C)(C)CCOCn1nc(I)c2ccc(C=O)cc21.